This data is from Catalyst prediction with 721,799 reactions and 888 catalyst types from USPTO. The task is: Predict which catalyst facilitates the given reaction. (1) The catalyst class is: 4. Reactant: [CH3:1][C:2]1[C:7]([CH2:8][OH:9])=[CH:6][CH:5]=[CH:4][C:3]=1[C:10]1[C:15]([CH3:16])=[CH:14][C:13]([O:17][C@H:18]2[CH2:22][CH2:21][O:20][CH2:19]2)=[CH:12][C:11]=1[CH3:23].O[C:25]1[CH:38]=[CH:37][C:28]2[C@H:29]([CH2:32][C:33]([O:35][CH3:36])=[O:34])[CH2:30][O:31][C:27]=2[CH:26]=1.C1(P(C2C=CC=CC=2)C2C=CC=CC=2)C=CC=CC=1.N(C(OC(C)C)=O)=NC(OC(C)C)=O. Product: [CH3:1][C:2]1[C:7]([CH2:8][O:9][C:25]2[CH:38]=[CH:37][C:28]3[C@H:29]([CH2:32][C:33]([O:35][CH3:36])=[O:34])[CH2:30][O:31][C:27]=3[CH:26]=2)=[CH:6][CH:5]=[CH:4][C:3]=1[C:10]1[C:11]([CH3:23])=[CH:12][C:13]([O:17][C@H:18]2[CH2:22][CH2:21][O:20][CH2:19]2)=[CH:14][C:15]=1[CH3:16]. (2) Reactant: Br[C:2]1[CH:3]=[CH:4][C:5]([F:21])=[C:6]([CH:20]=1)[CH2:7][O:8][C:9]1[CH:14]=[CH:13][CH:12]=[CH:11][C:10]=1[CH2:15][C:16]([O:18]C)=[O:17].Cl.[NH2:23][CH2:24][C:25]1[CH:26]=[C:27](B(O)O)[CH:28]=[CH:29][CH:30]=1.C(Cl)Cl.[O-]P([O-])([O-])=O.[K+].[K+].[K+]. Product: [NH2:23][CH2:24][C:25]1[CH:30]=[C:29]([C:2]2[CH:3]=[CH:4][C:5]([F:21])=[C:6]([CH2:7][O:8][C:9]3[CH:14]=[CH:13][CH:12]=[CH:11][C:10]=3[CH2:15][C:16]([OH:18])=[O:17])[CH:20]=2)[CH:28]=[CH:27][CH:26]=1. The catalyst class is: 379. (3) Reactant: Cl.[CH3:2][O:3][C:4]1[CH:9]=[CH:8][CH:7]=[CH:6][C:5]=1[N:10]1[CH2:15][CH2:14][NH:13][CH2:12][CH2:11]1.C(N(CC)CC)C.[Cl:23][C:24]([Cl:29])([Cl:28])[C:25](Cl)=[O:26]. Product: [Cl:23][C:24]([Cl:29])([Cl:28])[C:25]([N:13]1[CH2:14][CH2:15][N:10]([C:5]2[CH:6]=[CH:7][CH:8]=[CH:9][C:4]=2[O:3][CH3:2])[CH2:11][CH2:12]1)=[O:26]. The catalyst class is: 4. (4) Reactant: [I:1][C:2]1[CH:3]=[CH:4][C:5]([NH:12][S:13]([CH3:16])(=[O:15])=[O:14])=[C:6]([CH:11]=1)[C:7]([O:9][CH3:10])=[O:8].[C:17]([O-])([O-])=O.[K+].[K+].IC. Product: [I:1][C:2]1[CH:3]=[CH:4][C:5]([N:12]([CH3:17])[S:13]([CH3:16])(=[O:15])=[O:14])=[C:6]([CH:11]=1)[C:7]([O:9][CH3:10])=[O:8]. The catalyst class is: 3. (5) Reactant: [C:1]([O:5][C:6](=[O:22])[CH2:7][C:8]1([C:17]([O:19]CC)=[O:18])[CH2:16][C:15]2[C:10](=[CH:11][CH:12]=[CH:13][CH:14]=2)[CH2:9]1)([CH3:4])([CH3:3])[CH3:2].[OH-].[Na+].CCO.Cl. Product: [C:1]([O:5][C:6](=[O:22])[CH2:7][C:8]1([C:17]([OH:19])=[O:18])[CH2:16][C:15]2[C:10](=[CH:11][CH:12]=[CH:13][CH:14]=2)[CH2:9]1)([CH3:4])([CH3:2])[CH3:3]. The catalyst class is: 20.